From a dataset of Full USPTO retrosynthesis dataset with 1.9M reactions from patents (1976-2016). Predict the reactants needed to synthesize the given product. (1) Given the product [Cl:18][CH2:19][CH2:20][CH2:21][O:22][C:23]1[CH:28]=[CH:27][C:26]([C:29](=[O:31])[CH3:30])=[CH:25][C:24]=1[O:32][CH3:33], predict the reactants needed to synthesize it. The reactants are: [Cr](O[Cr]([O-])(=O)=O)([O-])(=O)=O.[K+].[K+].O.S(=O)(=O)(O)O.[Cl:18][CH2:19][CH2:20][CH2:21][O:22][C:23]1[CH:28]=[CH:27][C:26]([CH:29]([OH:31])[CH3:30])=[CH:25][C:24]=1[O:32][CH3:33]. (2) Given the product [Si:1]([O:18][CH2:19][C:20]1[N:21]=[C:22]([C:39](=[O:41])[CH3:40])[C:23]([F:35])=[C:24]([Cl:34])[C:25]=1[N:26]1[CH2:31][C@H:30]([CH3:32])[O:29][C@H:28]([CH3:33])[CH2:27]1)([C:14]([CH3:17])([CH3:15])[CH3:16])([C:8]1[CH:13]=[CH:12][CH:11]=[CH:10][CH:9]=1)[C:2]1[CH:3]=[CH:4][CH:5]=[CH:6][CH:7]=1, predict the reactants needed to synthesize it. The reactants are: [Si:1]([O:18][CH2:19][C:20]1[C:25]([N:26]2[CH2:31][C@H:30]([CH3:32])[O:29][C@H:28]([CH3:33])[CH2:27]2)=[C:24]([Cl:34])[C:23]([F:35])=[CH:22][N:21]=1)([C:14]([CH3:17])([CH3:16])[CH3:15])([C:8]1[CH:13]=[CH:12][CH:11]=[CH:10][CH:9]=1)[C:2]1[CH:7]=[CH:6][CH:5]=[CH:4][CH:3]=1.CON(C)[C:39](=[O:41])[CH3:40]. (3) Given the product [CH:1]1[C:10]2[C:5](=[CH:6][CH:7]=[CH:8][CH:9]=2)[CH:4]=[CH:3][C:2]=1[CH2:11][CH:12]1[CH2:17][CH2:16][N:15]([C:25]([O:27][CH2:28][C:29]([O:31][CH2:32][CH3:33])=[O:30])=[O:24])[CH2:14][CH2:13]1, predict the reactants needed to synthesize it. The reactants are: [CH:1]1[C:10]2[C:5](=[CH:6][CH:7]=[CH:8][CH:9]=2)[CH:4]=[CH:3][C:2]=1[CH2:11][CH:12]1[CH2:17][CH2:16][NH:15][CH2:14][CH2:13]1.C1([O:24][C:25]([O:27][CH2:28][C:29]([O:31][CH2:32][CH3:33])=[O:30])=O)C=CC=CC=1. (4) Given the product [S:13]([CH2:12][C:8]1([CH3:7])[CH2:11][O:10][CH2:9]1)([CH2:14][C:15]1([CH3:19])[CH2:16][O:17][CH2:18]1)(=[O:1])=[O:20], predict the reactants needed to synthesize it. The reactants are: [OH:1]OS([O-])=O.[K+].[CH3:7][C:8]1([CH2:12][S:13][CH2:14][C:15]2([CH3:19])[CH2:18][O:17][CH2:16]2)[CH2:11][O:10][CH2:9]1.[OH2:20]. (5) Given the product [C:12]1([CH3:13])[CH:11]=[CH:10][C:9]([S:6]([N:16]2[C:24]3=[N:23][CH:22]=[CH:21][CH:20]=[C:19]3[CH:18]=[C:17]2[Sn:25]([CH2:30][CH2:31][CH2:32][CH3:33])([CH2:34][CH2:35][CH2:36][CH3:37])[CH2:26][CH2:27][CH2:28][CH3:29])(=[O:8])=[O:7])=[CH:15][CH:14]=1, predict the reactants needed to synthesize it. The reactants are: [Li]CCCC.[S:6]([N:16]1[C:24]2[C:19](=[CH:20][CH:21]=[CH:22][N:23]=2)[CH:18]=[CH:17]1)([C:9]1[CH:15]=[CH:14][C:12]([CH3:13])=[CH:11][CH:10]=1)(=[O:8])=[O:7].[Sn:25](Cl)([CH2:34][CH2:35][CH2:36][CH3:37])([CH2:30][CH2:31][CH2:32][CH3:33])[CH2:26][CH2:27][CH2:28][CH3:29].O. (6) Given the product [OH:8][CH:9]1[CH2:15][CH2:14][CH2:13][N:12]([C:16]([O:18][CH2:19][CH3:20])=[O:17])[CH2:11][CH2:10]1, predict the reactants needed to synthesize it. The reactants are: C([O:8][CH:9]1[CH2:15][CH2:14][CH2:13][N:12]([C:16]([O:18][CH2:19][CH3:20])=[O:17])[CH2:11][CH2:10]1)C1C=CC=CC=1. (7) Given the product [F:25][C:26]1[CH:27]=[C:28]([CH:40]=[CH:41][CH:42]=1)[CH2:29][N:30]1[C:38]2[C:33](=[CH:34][C:35]([NH:39][C:22]3[C:23]4[N:15]([CH2:14][CH2:13][O:12][CH2:11][CH2:10][OH:9])[CH:16]=[CH:17][C:18]=4[N:19]=[CH:20][N:21]=3)=[CH:36][CH:37]=2)[CH:32]=[N:31]1, predict the reactants needed to synthesize it. The reactants are: C([O:9][CH2:10][CH2:11][O:12][CH2:13][CH2:14][N:15]1[C:23]2[C:22](Cl)=[N:21][CH:20]=[N:19][C:18]=2[CH:17]=[CH:16]1)(=O)C1C=CC=CC=1.[F:25][C:26]1[CH:27]=[C:28]([CH:40]=[CH:41][CH:42]=1)[CH2:29][N:30]1[C:38]2[C:33](=[CH:34][C:35]([NH2:39])=[CH:36][CH:37]=2)[CH:32]=[N:31]1.CN1CCCC1=O. (8) Given the product [CH2:15]([O:22][C:23]1[CH:28]=[CH:27][C:26]([O:1][CH:2]2[CH2:3][CH2:4][N:5]([C:8]([O:10][C:11]([CH3:14])([CH3:13])[CH3:12])=[O:9])[CH2:6][CH2:7]2)=[CH:25][CH:24]=1)[C:16]1[CH:21]=[CH:20][CH:19]=[CH:18][CH:17]=1, predict the reactants needed to synthesize it. The reactants are: [OH:1][CH:2]1[CH2:7][CH2:6][N:5]([C:8]([O:10][C:11]([CH3:14])([CH3:13])[CH3:12])=[O:9])[CH2:4][CH2:3]1.[CH2:15]([O:22][C:23]1[CH:28]=[CH:27][C:26](O)=[CH:25][CH:24]=1)[C:16]1[CH:21]=[CH:20][CH:19]=[CH:18][CH:17]=1.C1(P(C2C=CC=CC=2)C2C=CC=CC=2)C=CC=CC=1.